The task is: Predict the reaction yield, written as a fraction of the theoretical maximum amount of product (1.0 means a 100% yield; for example, 0.34 means a 34% yield).. This data is from Reaction yield outcomes from USPTO patents with 853,638 reactions. The catalyst is C1C=CC=CC=1.C(OCC)(=O)C. The product is [CH2:1]([O:8][C:9]1[CH:10]=[C:11]([CH:34]=[CH:35][CH:36]=1)[C:12]([NH:14][C:15]1[CH:20]=[CH:19][CH:18]=[CH:17][C:16]=1[S:21]([NH:24][C:25]([NH:45][CH2:37][CH2:38][CH2:39][CH2:40][CH2:41][CH2:42][CH2:43][CH3:44])=[O:26])(=[O:22])=[O:23])=[O:13])[C:2]1[CH:7]=[CH:6][CH:5]=[CH:4][CH:3]=1. The yield is 0.980. The reactants are [CH2:1]([O:8][C:9]1[CH:10]=[C:11]([CH:34]=[CH:35][CH:36]=1)[C:12]([NH:14][C:15]1[CH:20]=[CH:19][CH:18]=[CH:17][C:16]=1[S:21]([NH:24][C:25](OC1C=CC=CC=1)=[O:26])(=[O:23])=[O:22])=[O:13])[C:2]1[CH:7]=[CH:6][CH:5]=[CH:4][CH:3]=1.[CH2:37]([NH2:45])[CH2:38][CH2:39][CH2:40][CH2:41][CH2:42][CH2:43][CH3:44].